From a dataset of Full USPTO retrosynthesis dataset with 1.9M reactions from patents (1976-2016). Predict the reactants needed to synthesize the given product. (1) Given the product [Cl:1][C:2]1[C:3]([C:46](=[O:56])[N:47]([CH2:52][CH2:53][CH2:54][CH3:55])[CH2:48][CH2:49][CH2:50][CH3:51])=[N:4][N:5]([C:8]2[CH:29]=[CH:28][C:27]([C:30]([NH:31][S:32]([C:35]3[CH:44]=[CH:43][C:42]4[C:37](=[CH:38][CH:39]=[CH:40][CH:41]=4)[CH:36]=3)(=[O:33])=[O:34])=[O:45])=[CH:26][C:9]=2[C:10]([NH:12][CH2:13][C:14]2[CH:15]=[CH:16][CH:17]=[CH:18][C:19]=2[OH:67])=[O:11])[C:6]=1[CH3:7], predict the reactants needed to synthesize it. The reactants are: [Cl:1][C:2]1[C:3]([C:46](=[O:56])[N:47]([CH2:52][CH2:53][CH2:54][CH3:55])[CH2:48][CH2:49][CH2:50][CH3:51])=[N:4][N:5]([C:8]2[CH:29]=[CH:28][C:27]([C:30](=[O:45])[NH:31][S:32]([C:35]3[CH:44]=[CH:43][C:42]4[C:37](=[CH:38][CH:39]=[CH:40][CH:41]=4)[CH:36]=3)(=[O:34])=[O:33])=[CH:26][C:9]=2[C:10]([N:12]2[C@@H](C(OC)=O)C[C:19]3[C:14](=[CH:15][CH:16]=[CH:17][CH:18]=3)[CH2:13]2)=[O:11])[C:6]=1[CH3:7].ClC1C(C(=O)N(CCCC)CCCC)=NN(C2C=CC(C(=O)NS(C3C=CC4C(=CC=CC=4)C=3)(=O)=O)=CC=2C(O)=[O:67])C=1C. (2) Given the product [CH3:20][O:21][C:22]1[CH:23]=[C:24]([NH:25][C:2]2[N:7]=[C:6]([NH:8][C:9]3[CH:14]=[CH:13][C:12]4[O:15][CH2:16][CH2:17][O:18][C:11]=4[CH:10]=3)[C:5]([F:19])=[CH:4][N:3]=2)[CH:26]=[CH:27][C:28]=1[O:29][CH3:30], predict the reactants needed to synthesize it. The reactants are: Cl[C:2]1[N:7]=[C:6]([NH:8][C:9]2[CH:14]=[CH:13][C:12]3[O:15][CH2:16][CH2:17][O:18][C:11]=3[CH:10]=2)[C:5]([F:19])=[CH:4][N:3]=1.[CH3:20][O:21][C:22]1[CH:23]=[C:24]([CH:26]=[CH:27][C:28]=1[O:29][CH3:30])[NH2:25]. (3) Given the product [Cl:5][C:6]1[CH:7]=[CH:8][C:9]([O:12][CH:13]2[CH2:18][CH2:17][NH:16][CH2:15][CH2:14]2)=[N:10][CH:11]=1, predict the reactants needed to synthesize it. The reactants are: C(O)(=O)C.[Cl:5][C:6]1[CH:7]=[CH:8][C:9]([O:12][CH:13]2[CH2:18][CH2:17][NH:16][CH2:15][CH2:14]2)=[N:10][CH:11]=1.[OH-].[Na+]. (4) Given the product [F:1][C:2]1[C:7]([F:8])=[CH:6][CH:5]=[CH:4][C:3]=1[C:9]1[N:14]=[C:13]([N:15]2[CH2:16][CH2:17][NH:18][CH2:19][CH2:20]2)[CH:12]=[CH:11][CH:10]=1, predict the reactants needed to synthesize it. The reactants are: [F:1][C:2]1[C:7]([F:8])=[CH:6][CH:5]=[CH:4][C:3]=1[C:9]1[N:14]=[C:13]([N:15]2[CH2:20][CH2:19][N:18](C(OC(C)(C)C)=O)[CH2:17][CH2:16]2)[CH:12]=[CH:11][CH:10]=1. (5) Given the product [C:26]([C:3]1[CH:4]=[C:5]([F:25])[C:6]([N:8]2[CH2:13][CH2:12][N:11]([C:14]([O:16][C:17]([CH3:18])([CH3:20])[CH3:19])=[O:15])[C@H:10]([CH2:21][CH:22]([CH3:24])[CH3:23])[CH2:9]2)=[N:7][C:2]=1[C:36]1[C:44]2[C:39](=[N:40][CH:41]=[CH:42][CH:43]=2)[N:38]([C:45]([C:58]2[CH:63]=[CH:62][CH:61]=[CH:60][CH:59]=2)([C:52]2[CH:53]=[CH:54][CH:55]=[CH:56][CH:57]=2)[C:46]2[CH:51]=[CH:50][CH:49]=[CH:48][CH:47]=2)[N:37]=1)#[N:27], predict the reactants needed to synthesize it. The reactants are: Cl[C:2]1[N:7]=[C:6]([N:8]2[CH2:13][CH2:12][N:11]([C:14]([O:16][C:17]([CH3:20])([CH3:19])[CH3:18])=[O:15])[C@H:10]([CH2:21][CH:22]([CH3:24])[CH3:23])[CH2:9]2)[C:5]([F:25])=[CH:4][C:3]=1[C:26]#[N:27].CC1(C)C(C)(C)OB([C:36]2[C:44]3[C:39](=[N:40][CH:41]=[CH:42][CH:43]=3)[N:38]([C:45]([C:58]3[CH:63]=[CH:62][CH:61]=[CH:60][CH:59]=3)([C:52]3[CH:57]=[CH:56][CH:55]=[CH:54][CH:53]=3)[C:46]3[CH:51]=[CH:50][CH:49]=[CH:48][CH:47]=3)[N:37]=2)O1.[O-]P([O-])([O-])=O.[K+].[K+].[K+]. (6) Given the product [Br:37][C:2]1[C:11]2[N:10]([CH3:12])[C:9](=[O:13])[CH:8]=[CH:7][C:6]=2[N:5]=[CH:4][C:3]=1[C:14]([O:16][CH3:17])=[O:15], predict the reactants needed to synthesize it. The reactants are: O[C:2]1[C:11]2[N:10]([CH3:12])[C:9](=[O:13])[CH:8]=[CH:7][C:6]=2[N:5]=[CH:4][C:3]=1[C:14]([O:16][CH3:17])=[O:15].OC1C2N(C)C(=O)C=CC=2N=CC=1C(OCC)=O.P(Br)(Br)[Br:37]. (7) Given the product [C:1]([O:5][C:6](=[O:28])[NH:7][C:8]([C:21]1[CH:26]=[CH:25][CH:24]=[C:23]([Br:27])[N:22]=1)([CH3:20])[CH2:9][O:10][C@@:11]([C:17]#[N:18])([CH3:16])[C:12]([F:14])([F:15])[F:13])([CH3:2])([CH3:3])[CH3:4], predict the reactants needed to synthesize it. The reactants are: [C:1]([O:5][C:6](=[O:28])[NH:7][C:8]([C:21]1[CH:26]=[CH:25][CH:24]=[C:23]([Br:27])[N:22]=1)([CH3:20])[CH2:9][O:10][C@@:11]([C:17](=O)[NH2:18])([CH3:16])[C:12]([F:15])([F:14])[F:13])([CH3:4])([CH3:3])[CH3:2].CCN(CC)CC.C(OC(C(F)(F)F)=O)(C(F)(F)F)=O.N.CO. (8) Given the product [CH2:2]([CH:3]([O:6][C:12]([N:42]1[CH2:43][CH2:44][CH:39]([O:38][C:34]2[C:35]([O:36][CH3:37])=[C:30]([Cl:29])[N:31]=[CH:32][N:33]=2)[CH2:40][CH2:41]1)=[O:13])[CH2:4][CH3:5])[CH3:1], predict the reactants needed to synthesize it. The reactants are: [CH3:1][CH2:2][CH:3]([OH:6])[CH2:4][CH3:5].N1([C:12](N2C=CN=C2)=[O:13])C=CN=C1.CCN(C(C)C)C(C)C.Cl.[Cl:29][C:30]1[C:35]([O:36][CH3:37])=[C:34]([O:38][CH:39]2[CH2:44][CH2:43][NH:42][CH2:41][CH2:40]2)[N:33]=[CH:32][N:31]=1. (9) Given the product [NH2:35][C:2]1[CH:3]=[C:4]([CH:8]=[CH:9][C:10]=1[N:11]1[C:15]2=[N:16][CH:17]=[CH:18][C:19]([N:20]3[CH:24]=[C:23]([C:25]4[CH:26]=[N:27][N:28]([CH3:30])[CH:29]=4)[N:22]=[CH:21]3)=[C:14]2[C:13]([C:31]([F:33])([F:34])[F:32])=[N:12]1)[C:5]([NH2:7])=[O:6], predict the reactants needed to synthesize it. The reactants are: C[C:2]1[CH:3]=[C:4]([CH:8]=[CH:9][C:10]=1[N:11]1[C:15]2=[N:16][CH:17]=[CH:18][C:19]([N:20]3[CH:24]=[C:23]([C:25]4[CH:26]=[N:27][N:28]([CH3:30])[CH:29]=4)[N:22]=[CH:21]3)=[C:14]2[C:13]([C:31]([F:34])([F:33])[F:32])=[N:12]1)[C:5]([NH2:7])=[O:6].[NH2:35]C1C=C(C=CC=1N1C2=NC=CC(I)=C2C(C(F)(F)F)=N1)C(N)=O.